This data is from Forward reaction prediction with 1.9M reactions from USPTO patents (1976-2016). The task is: Predict the product of the given reaction. (1) Given the reactants [O:1]=[C:2]1[C:11]2[C:6](=[CH:7][CH:8]=[CH:9][CH:10]=2)[O:5][CH:4]([CH2:12][NH:13][C:14](=[O:16])[CH3:15])[CH2:3]1.[H][H], predict the reaction product. The product is: [O:1]=[C:2]1[C:11]2[C:6](=[CH:7][CH:8]=[CH:9][CH:10]=2)[O:5][C@@H:4]([CH2:12][NH:13][C:14](=[O:16])[CH3:15])[CH2:3]1. (2) Given the reactants [F:1][B-:2]([F:5])([F:4])[F:3].[H+].P(O)(O)O.[Cl-].[C:12]1([I+:18][C:19]2[CH:24]=[CH:23][CH:22]=[CH:21][CH:20]=2)[CH:17]=[CH:16][CH:15]=[CH:14][CH:13]=1, predict the reaction product. The product is: [F:1][B-:2]([F:5])([F:4])[F:3].[C:19]1([I+:18][C:12]2[CH:13]=[CH:14][CH:15]=[CH:16][CH:17]=2)[CH:20]=[CH:21][CH:22]=[CH:23][CH:24]=1. (3) Given the reactants [CH3:1][C:2]1[CH:7]=[CH:6][C:5]([S:8]([O:11][CH2:12][CH:13]2[CH2:17][C:16]3[C:18]([F:24])=[C:19]([F:23])[CH:20]=[C:21](Br)[C:15]=3[O:14]2)(=[O:10])=[O:9])=[CH:4][CH:3]=1.[C:25]1(B(O)O)[CH:30]=[CH:29][CH:28]=[CH:27][CH:26]=1.C(=O)([O-])[O-].[K+].[K+], predict the reaction product. The product is: [CH3:1][C:2]1[CH:7]=[CH:6][C:5]([S:8]([O:11][CH2:12][CH:13]2[CH2:17][C:16]3[C:18]([F:24])=[C:19]([F:23])[CH:20]=[C:21]([C:25]4[CH:30]=[CH:29][CH:28]=[CH:27][CH:26]=4)[C:15]=3[O:14]2)(=[O:10])=[O:9])=[CH:4][CH:3]=1. (4) Given the reactants [C:1]([O:5][C:6]([NH:8][C@H:9]1[CH2:14][CH2:13][C@H:12]([C:15](OC)=[O:16])[C@H:11]([O:19][CH3:20])[CH2:10]1)=[O:7])([CH3:4])([CH3:3])[CH3:2].[AlH4-].[Li+], predict the reaction product. The product is: [OH:16][CH2:15][C@H:12]1[CH2:13][CH2:14][C@H:9]([NH:8][C:6](=[O:7])[O:5][C:1]([CH3:2])([CH3:3])[CH3:4])[CH2:10][C@H:11]1[O:19][CH3:20]. (5) Given the reactants [C:1]([N:4]1[CH2:7][CH:6]([OH:8])[CH2:5]1)(=[O:3])[NH2:2].[Si:9](Cl)([C:22]([CH3:25])([CH3:24])[CH3:23])([C:16]1[CH:21]=[CH:20][CH:19]=[CH:18][CH:17]=1)[C:10]1[CH:15]=[CH:14][CH:13]=[CH:12][CH:11]=1.N1C=CN=C1.C(O)C, predict the reaction product. The product is: [Si:9]([O:8][CH:6]1[CH2:7][N:4]([C:1](=[O:3])[NH2:2])[CH2:5]1)([C:22]([CH3:25])([CH3:24])[CH3:23])([C:16]1[CH:17]=[CH:18][CH:19]=[CH:20][CH:21]=1)[C:10]1[CH:15]=[CH:14][CH:13]=[CH:12][CH:11]=1. (6) Given the reactants [CH:1]([C:4]1[CH:9]=C[C:7](C=O)=[CH:6][C:5]=1[CH:12]=[O:13])(C)C.B(F)(F)F.CC[O:20][CH2:21][CH3:22].[C:23]([O-:26])(=O)[CH3:24].[Na+], predict the reaction product. The product is: [OH:26][C:23]1[CH:24]=[C:12]([OH:13])[C:5]([CH:4]([CH3:9])[CH3:1])=[CH:6][C:7]=1[C:21](=[O:20])[CH3:22]. (7) Given the reactants F[B-](F)(F)F.[H+].Br[CH:8]1[C:11]2=[CH:12][CH:13]=[CH:14][CH:15]=[C:10]2[CH2:9]1.C([O-])(O)=[O:17].[Na+].[OH-].[K+], predict the reaction product. The product is: [C:8]1([OH:17])[C:11]2[CH:12]=[CH:13][CH:14]=[CH:15][C:10]=2[CH:9]=1. (8) Given the reactants CO[C:3](=O)[C:4]1[CH:9]=[C:8]([O:10][CH2:11][CH2:12][C:13]2[CH:17]=[CH:16][S:15][CH:14]=2)[C:7](I)=[N:6][CH:5]=1.CN(C)C=O.[C:25](=O)([O-:27])[O-:26].[K+].[K+].C1(P(C2C=CC=CC=2)C2C=CC=CC=2)C=CC=CC=1, predict the reaction product. The product is: [CH3:3][C:4]1[C:5]([C:25]([OH:27])=[O:26])=[N:6][C:7]2[C:14]3[S:15][CH:16]=[CH:17][C:13]=3[CH2:12][CH2:11][O:10][C:8]=2[CH:9]=1. (9) The product is: [CH3:34][C:24]1[CH:23]=[C:22]([C:19](=[O:21])[CH:20]=[CH:17][C:5]2[S:6][C:7]3[CH:12]=[C:11]([C:13]([F:14])([F:15])[F:16])[CH:10]=[CH:9][C:8]=3[C:4]=2[CH2:1][CH2:2][CH3:3])[CH:27]=[CH:26][C:25]=1[CH:28]=[CH:29][C:30]([O:32][CH3:33])=[O:31]. Given the reactants [CH2:1]([C:4]1[C:8]2[CH:9]=[CH:10][C:11]([C:13]([F:16])([F:15])[F:14])=[CH:12][C:7]=2[S:6][C:5]=1[CH:17]=O)[CH2:2][CH3:3].[C:19]([C:22]1[CH:27]=[CH:26][C:25]([CH:28]=[CH:29][C:30]([O:32][CH3:33])=[O:31])=[C:24]([CH3:34])[CH:23]=1)(=[O:21])[CH3:20], predict the reaction product.